Dataset: Forward reaction prediction with 1.9M reactions from USPTO patents (1976-2016). Task: Predict the product of the given reaction. (1) Given the reactants [CH3:1][S:2][C:3]1[S:4][C:5]2[C:10]([N:11]=1)=[CH:9][CH:8]=[CH:7][N:6]=2.[Mn]([O-])(=O)(=O)=[O:13].[K+].[OH2:18], predict the reaction product. The product is: [CH3:1][S:2]([C:3]1[S:4][C:5]2[C:10]([N:11]=1)=[CH:9][CH:8]=[CH:7][N:6]=2)(=[O:13])=[O:18]. (2) Given the reactants Br[C:2]1[CH:7]=[C:6]([CH3:8])[CH:5]=[C:4]([F:9])[C:3]=1[NH:10][C:11]([NH:13][CH:14]1[CH2:19][CH2:18][N:17]([C:20]([O:22][C:23]([CH3:26])([CH3:25])[CH3:24])=[O:21])[CH2:16][CH2:15]1)=[O:12], predict the reaction product. The product is: [F:9][C:4]1[C:3]2[NH:10][C:11](=[O:12])[N:13]([CH:14]3[CH2:19][CH2:18][N:17]([C:20]([O:22][C:23]([CH3:26])([CH3:25])[CH3:24])=[O:21])[CH2:16][CH2:15]3)[C:2]=2[CH:7]=[C:6]([CH3:8])[CH:5]=1. (3) The product is: [CH3:17][C:6]1[CH:5]=[C:4]([CH:3]=[C:2]([CH3:1])[C:7]=1[N:8]1[CH:12]=[C:11]([C:13]([F:16])([F:15])[F:14])[CH:10]=[N:9]1)[O:18][C@H:30]([C:34]1[CH:43]=[CH:42][C:37]([C:38]([O:40][CH3:41])=[O:39])=[CH:36][CH:35]=1)[CH2:31][CH2:32][CH3:33]. Given the reactants [CH3:1][C:2]1[CH:3]=[C:4]([OH:18])[CH:5]=[C:6]([CH3:17])[C:7]=1[N:8]1[CH:12]=[C:11]([C:13]([F:16])([F:15])[F:14])[CH:10]=[N:9]1.C(=O)([O-])[O-].[Cs+].[Cs+].CS(O[C@@H:30]([C:34]1[CH:43]=[CH:42][C:37]([C:38]([O:40][CH3:41])=[O:39])=[CH:36][CH:35]=1)[CH2:31][CH2:32][CH3:33])(=O)=O.O, predict the reaction product. (4) Given the reactants [C:1](Cl)(=[O:8])[C:2]1[CH:7]=[CH:6][CH:5]=[CH:4][CH:3]=1.[F:10][C:11]1[CH:16]=[CH:15][C:14]([C:17]2[CH:22]=[CH:21][C:20]([CH2:23][CH:24]3[C:33]4[C:28](=[CH:29][C:30]([O:36][CH3:37])=[C:31]([O:34][CH3:35])[CH:32]=4)[CH2:27][CH2:26][NH:25]3)=[CH:19][CH:18]=2)=[C:13]([O:38][CH3:39])[CH:12]=1.[OH-].[Na+], predict the reaction product. The product is: [F:10][C:11]1[CH:16]=[CH:15][C:14]([C:17]2[CH:22]=[CH:21][C:20]([CH2:23][CH:24]3[C:33]4[C:28](=[CH:29][C:30]([O:36][CH3:37])=[C:31]([O:34][CH3:35])[CH:32]=4)[CH2:27][CH2:26][N:25]3[C:1]([C:2]3[CH:7]=[CH:6][CH:5]=[CH:4][CH:3]=3)=[O:8])=[CH:19][CH:18]=2)=[C:13]([O:38][CH3:39])[CH:12]=1.